Dataset: Forward reaction prediction with 1.9M reactions from USPTO patents (1976-2016). Task: Predict the product of the given reaction. (1) Given the reactants [C:1]([C:9]1[CH:14]=[CH:13][CH:12]=[C:11]([C:15](=O)[C:16]2[CH:21]=[CH:20][CH:19]=[CH:18][CH:17]=2)[CH:10]=1)(=[O:8])[C:2]1[CH:7]=[CH:6][CH:5]=[CH:4][CH:3]=1.[NH2:23][NH:24][C:25]([NH2:27])=[S:26], predict the reaction product. The product is: [C:1]([C:9]1[CH:10]=[C:11]([CH:12]=[CH:13][CH:14]=1)[C:15](=[N:23][NH:24][C:25]([NH2:27])=[S:26])[C:16]1[CH:21]=[CH:20][CH:19]=[CH:18][CH:17]=1)(=[O:8])[C:2]1[CH:7]=[CH:6][CH:5]=[CH:4][CH:3]=1. (2) Given the reactants [Cl:1][C:2]1[C:10]2[C:5](=[CH:6][CH:7]=[C:8]([NH:11][C:12](=[O:17])[CH2:13][C:14](=O)[CH3:15])[CH:9]=2)[NH:4][N:3]=1.[NH2:18][C:19]([NH2:21])=[O:20].FC(F)(F)S([O-])(=O)=O.[Yb+3].FC(F)(F)S([O-])(=O)=O.FC(F)(F)S([O-])(=O)=O.[F:47][C:48]1[CH:55]=[CH:54][C:51]([CH:52]=O)=[CH:50][CH:49]=1, predict the reaction product. The product is: [Cl:1][C:2]1[C:10]2[C:5](=[CH:6][CH:7]=[C:8]([NH:11][C:12]([C:13]3[CH:52]([C:51]4[CH:54]=[CH:55][C:48]([F:47])=[CH:49][CH:50]=4)[NH:18][C:19](=[O:20])[NH:21][C:14]=3[CH3:15])=[O:17])[CH:9]=2)[NH:4][N:3]=1. (3) Given the reactants [CH3:1][C:2]1([CH3:12])[O:7][CH2:6][C:5]2=[C:8]([NH2:11])[CH:9]=[N:10][N:4]2[CH2:3]1.Cl[C:14]1[N:19]=[C:18]([NH:20][CH3:21])[C:17]([C:22]([F:25])([F:24])[F:23])=[CH:16][N:15]=1, predict the reaction product. The product is: [CH3:1][C:2]1([CH3:12])[O:7][CH2:6][C:5]2=[C:8]([NH:11][C:14]3[N:19]=[C:18]([NH:20][CH3:21])[C:17]([C:22]([F:25])([F:23])[F:24])=[CH:16][N:15]=3)[CH:9]=[N:10][N:4]2[CH2:3]1. (4) Given the reactants [CH3:1][CH2:2][CH2:3][CH:4]1[O:8][C:7]([C:15]2[CH:16]=[CH:17][C:18]([Cl:22])=[CH:19][C:20]=2[Cl:21])([CH2:9][N:10]2[N:14]=[CH:13][N:12]=[CH:11]2)[O:6][CH2:5]1.[OH:23][C:24]1[CH:29]=[CH:28][C:27]([C:30]2[CH:35]=[CH:34][C:33]([OH:36])=[CH:32][CH:31]=2)=[CH:26][CH:25]=1, predict the reaction product. The product is: [CH3:1][CH2:2][CH2:3][CH:4]1[O:8][C:7]([C:15]2[CH:16]=[CH:17][C:18]([Cl:22])=[CH:19][C:20]=2[Cl:21])([CH2:9][N:10]2[N:14]=[CH:13][N:12]=[CH:11]2)[O:6][CH2:5]1.[OH:23][C:24]1[CH:25]=[CH:26][C:27]([C:30]2[CH:35]=[CH:34][C:33]([OH:36])=[CH:32][CH:31]=2)=[CH:28][CH:29]=1. (5) Given the reactants Br[C:2]1[CH:7]=[C:6]([F:8])[C:5]([C:9]([N:11]2[CH2:16][CH2:15][N:14]([C:17]3[CH:22]=[CH:21][C:20]([CH:23]4[CH2:25][CH2:24]4)=[CH:19][N:18]=3)[CH2:13][CH2:12]2)=[O:10])=[C:4]([F:26])[CH:3]=1.[CH3:27][C@@H:28]1[CH2:32][O:31][C:30](=[O:33])[NH:29]1, predict the reaction product. The product is: [CH:23]1([C:20]2[CH:21]=[CH:22][C:17]([N:14]3[CH2:15][CH2:16][N:11]([C:9]([C:5]4[C:6]([F:8])=[CH:7][C:2]([N:29]5[C@H:28]([CH3:27])[CH2:32][O:31][C:30]5=[O:33])=[CH:3][C:4]=4[F:26])=[O:10])[CH2:12][CH2:13]3)=[N:18][CH:19]=2)[CH2:25][CH2:24]1.